Dataset: NCI-60 drug combinations with 297,098 pairs across 59 cell lines. Task: Regression. Given two drug SMILES strings and cell line genomic features, predict the synergy score measuring deviation from expected non-interaction effect. (1) Drug 1: CCC1=CC2CC(C3=C(CN(C2)C1)C4=CC=CC=C4N3)(C5=C(C=C6C(=C5)C78CCN9C7C(C=CC9)(C(C(C8N6C)(C(=O)OC)O)OC(=O)C)CC)OC)C(=O)OC.C(C(C(=O)O)O)(C(=O)O)O. Drug 2: CC1=C(C(CCC1)(C)C)C=CC(=CC=CC(=CC(=O)O)C)C. Cell line: NCIH23. Synergy scores: CSS=35.0, Synergy_ZIP=-0.429, Synergy_Bliss=1.08, Synergy_Loewe=-29.9, Synergy_HSA=-0.575. (2) Drug 1: C1CCC(C1)C(CC#N)N2C=C(C=N2)C3=C4C=CNC4=NC=N3. Drug 2: C1CN1P(=S)(N2CC2)N3CC3. Cell line: SK-OV-3. Synergy scores: CSS=2.00, Synergy_ZIP=-3.14, Synergy_Bliss=-4.37, Synergy_Loewe=-5.73, Synergy_HSA=-4.14.